From a dataset of Forward reaction prediction with 1.9M reactions from USPTO patents (1976-2016). Predict the product of the given reaction. (1) Given the reactants [CH3:1][O:2][C:3](=[O:16])[C@@H:4]([NH:8][C:9]([O:11][C:12]([CH3:15])([CH3:14])[CH3:13])=[O:10])[C@H:5]([OH:7])[CH3:6].[C:17]([Si:21](Cl)([C:28]1[CH:33]=[CH:32][CH:31]=[CH:30][CH:29]=1)[C:22]1[CH:27]=[CH:26][CH:25]=[CH:24][CH:23]=1)([CH3:20])([CH3:19])[CH3:18].N1C=CN=C1, predict the reaction product. The product is: [CH3:1][O:2][C:3](=[O:16])[C@@H:4]([NH:8][C:9]([O:11][C:12]([CH3:15])([CH3:14])[CH3:13])=[O:10])[C@H:5]([O:7][Si:21]([C:17]([CH3:20])([CH3:19])[CH3:18])([C:28]1[CH:29]=[CH:30][CH:31]=[CH:32][CH:33]=1)[C:22]1[CH:27]=[CH:26][CH:25]=[CH:24][CH:23]=1)[CH3:6]. (2) Given the reactants Cl.O1CCOCC1.[NH:8]1[C:16]2[C:11](=[CH:12][C:13]([CH2:17][NH:18][C:19]([CH:21]3[CH2:26][CH2:25][N:24](C(OC(C)(C)C)=O)[CH2:23][CH2:22]3)=[O:20])=[CH:14][CH:15]=2)[CH:10]=[N:9]1.C(=O)([O-])O.[Na+], predict the reaction product. The product is: [NH:8]1[C:16]2[C:11](=[CH:12][C:13]([CH2:17][NH:18][C:19]([CH:21]3[CH2:26][CH2:25][NH:24][CH2:23][CH2:22]3)=[O:20])=[CH:14][CH:15]=2)[CH:10]=[N:9]1. (3) Given the reactants [Br:1][C:2]1[CH:8]=[CH:7][C:5]([NH2:6])=[C:4]([F:9])[CH:3]=1.[N+]([C:13]1[CH:18]=CC=C[CH:14]=1)([O-])=O.S(=O)(=O)(O)O, predict the reaction product. The product is: [Br:1][C:2]1[CH:8]=[C:7]2[C:5](=[C:4]([F:9])[CH:3]=1)[N:6]=[CH:18][CH:13]=[CH:14]2. (4) Given the reactants [NH2:1][C@H:2]([C:8]([OH:10])=[O:9])[CH2:3][CH2:4][C:5]([OH:7])=[O:6].[CH2:11](O)[C:12]1[CH:17]=[CH:16][CH:15]=[CH:14][CH:13]=1.CS(O)(=O)=O.O, predict the reaction product. The product is: [NH2:1][C@@H:2]([CH2:3][CH2:4][C:5]([O:7][CH2:11][C:12]1[CH:17]=[CH:16][CH:15]=[CH:14][CH:13]=1)=[O:6])[C:8]([OH:10])=[O:9]. (5) Given the reactants C([NH:4][C:5]1[CH:10]=[CH:9][C:8]([S:11]([NH:14][CH2:15][C:16]([O:18][C:19](C)(C)C)=[O:17])(=[O:13])=[O:12])=[CH:7][C:6]=1[Cl:23])(=O)C.S(=O)(=O)(O)O, predict the reaction product. The product is: [NH2:4][C:5]1[CH:10]=[CH:9][C:8]([S:11]([NH:14][CH2:15][C:16]([O:18][CH3:19])=[O:17])(=[O:13])=[O:12])=[CH:7][C:6]=1[Cl:23].